Dataset: Full USPTO retrosynthesis dataset with 1.9M reactions from patents (1976-2016). Task: Predict the reactants needed to synthesize the given product. (1) Given the product [Br:1][C:5]1[C:6]([C:9]([O:11][CH3:12])=[O:10])=[N:7][O:8][C:4]=1[CH3:3], predict the reactants needed to synthesize it. The reactants are: [Br:1]Br.[CH3:3][C:4]1[O:8][N:7]=[C:6]([C:9]([O:11][CH3:12])=[O:10])[CH:5]=1.C(=O)([O-])[O-].[K+].[K+]. (2) Given the product [CH2:35]([O:38][N:39]([C@H:52]1[CH2:57][N:56]([C:58]([O:60][C:61]([CH3:62])([CH3:63])[CH3:64])=[O:59])[C@H:55]([C:65]([OH:4])=[O:66])[C:54]([CH:67]([CH3:69])[CH3:68])=[CH:53]1)[S:40]([C:43]1[CH:48]=[CH:47][CH:46]=[CH:45][C:44]=1[N+:49]([O-:51])=[O:50])(=[O:42])=[O:41])[CH:36]=[CH2:37], predict the reactants needed to synthesize it. The reactants are: C([O:4]N([C@H]1CN(C(OC(C)(C)C)=O)[C@H](C(O)=O)C(C)=C1)S(C1C=CC=CC=1[N+]([O-])=O)(=O)=O)C=C.[CH2:35]([O:38][N:39]([C@H:52]1[CH2:57][N:56]([C:58]([O:60][C:61]([CH3:64])([CH3:63])[CH3:62])=[O:59])[C@H:55]([CH2:65][OH:66])[C:54]([CH:67]([CH3:69])[CH3:68])=[CH:53]1)[S:40]([C:43]1[CH:48]=[CH:47][CH:46]=[CH:45][C:44]=1[N+:49]([O-:51])=[O:50])(=[O:42])=[O:41])[CH:36]=[CH2:37]. (3) Given the product [CH3:12][N:17]([CH3:18])[CH2:16][CH2:15][CH2:14][NH:13][C:2]1[N:7]=[C:6]([NH2:8])[CH:5]=[CH:4][N:3]=1, predict the reactants needed to synthesize it. The reactants are: Cl[C:2]1[N:7]=[C:6]([NH2:8])[CH:5]=[CH:4][N:3]=1.C1C[CH2:18][N:17]2[C:12](=[N:13][CH2:14][CH2:15][CH2:16]2)CC1.CN(C)CCCN. (4) Given the product [CH3:44][Si:43]([CH3:46])([CH3:45])[C:41]1[CH:40]=[C:22]([CH:21]=[C:20]([Si:19]([CH3:48])([CH3:47])[CH3:18])[CH:42]=1)[C:23]([NH:1][C:2]1[C:7]([F:8])=[CH:6][C:5](/[C:9](/[CH3:16])=[CH:10]/[C:11]([O:13][CH2:14][CH3:15])=[O:12])=[C:4]([F:17])[CH:3]=1)=[O:24], predict the reactants needed to synthesize it. The reactants are: [NH2:1][C:2]1[C:7]([F:8])=[CH:6][C:5](/[C:9](/[CH3:16])=[CH:10]/[C:11]([O:13][CH2:14][CH3:15])=[O:12])=[C:4]([F:17])[CH:3]=1.[CH3:18][Si:19]([CH3:48])([CH3:47])[C:20]1[CH:21]=[C:22]([CH:40]=[C:41]([Si:43]([CH3:46])([CH3:45])[CH3:44])[CH:42]=1)[C:23](NC1C=CC(C=CC(OCC)=O)=C(F)C=1)=[O:24].